Dataset: Reaction yield outcomes from USPTO patents with 853,638 reactions. Task: Predict the reaction yield, written as a fraction of the theoretical maximum amount of product (1.0 means a 100% yield; for example, 0.34 means a 34% yield). (1) The reactants are [Cl:1][C:2]1[CH:7]=[CH:6][C:5]([S:8]([CH:11]2[C:20]3[C:15](=[C:16]([F:22])[CH:17]=[CH:18][C:19]=3[F:21])[O:14][CH2:13][CH:12]2[CH2:23][CH2:24][CH:25]([OH:29])[CH2:26][CH:27]=[CH2:28])(=[O:10])=[O:9])=[CH:4][CH:3]=1.N1C=CN=C1.[CH3:35][C:36]([Si:39](Cl)([CH3:41])[CH3:40])([CH3:38])[CH3:37]. The catalyst is CN(C=O)C. The product is [C:36]([Si:39]([O:29][CH:25]([CH2:24][CH2:23][CH:12]1[CH:11]([S:8]([C:5]2[CH:4]=[CH:3][C:2]([Cl:1])=[CH:7][CH:6]=2)(=[O:9])=[O:10])[C:20]2[C:15](=[C:16]([F:22])[CH:17]=[CH:18][C:19]=2[F:21])[O:14][CH2:13]1)[CH2:26][CH:27]=[CH2:28])([CH3:41])[CH3:40])([CH3:38])([CH3:37])[CH3:35]. The yield is 0.890. (2) The reactants are [C:1](/[C:3](=[C:7](/N(C)C)\[CH3:8])/[C:4]([NH2:6])=[O:5])#[N:2].[C:12]([O:16][CH2:17][CH3:18])(=[O:15])[CH2:13][SH:14].C(=O)([O-])[O-].[K+].[K+].C(O)C. The catalyst is O. The product is [NH2:2][C:1]1[C:3]([C:4](=[O:5])[NH2:6])=[C:7]([CH3:8])[S:14][C:13]=1[C:12]([O:16][CH2:17][CH3:18])=[O:15]. The yield is 0.448.